Dataset: Catalyst prediction with 721,799 reactions and 888 catalyst types from USPTO. Task: Predict which catalyst facilitates the given reaction. (1) Reactant: [CH3:1][CH:2]1[CH2:8][N:7]([C:9]([O:11][C:12]([CH3:15])([CH3:14])[CH3:13])=[O:10])[CH2:6][C:5]2[S:16][CH:17]=[C:18]([CH:19]([CH3:21])[CH3:20])[C:4]=2[O:3]1.[Br:22]N1C(=O)CCC1=O.S([O-])([O-])(=O)=S.[Na+].[Na+]. Product: [Br:22][C:17]1[S:16][C:5]2[CH2:6][N:7]([C:9]([O:11][C:12]([CH3:15])([CH3:13])[CH3:14])=[O:10])[CH2:8][CH:2]([CH3:1])[O:3][C:4]=2[C:18]=1[CH:19]([CH3:21])[CH3:20]. The catalyst class is: 10. (2) Reactant: [CH3:1][Si:2]([CH3:21])([CH3:20])[C:3]1[O:7][C:6]2[C:8]([O:18]C)=[C:9]3[C:14](=[C:15]([O:16]C)[C:5]=2[CH:4]=1)[CH:13]=[CH:12][CH:11]=[CH:10]3.[N+]([O-])([O-])=O.[NH4+].[Ce]. Product: [CH3:1][Si:2]([CH3:21])([CH3:20])[C:3]1[O:7][C:6]2[C:8](=[O:18])[C:9]3[C:14]([C:15](=[O:16])[C:5]=2[CH:4]=1)=[CH:13][CH:12]=[CH:11][CH:10]=3. The catalyst class is: 47. (3) Reactant: [F:1][C:2]1[CH:7]=[CH:6][C:5]([C:8]([F:11])([F:10])[F:9])=[CH:4][C:3]=1[N:12]=[C:13]=[O:14].[C:15]([NH:18][C:19]1[NH:20][CH:21]=[C:22]([C:27]2[CH:28]=[N:29][C:30]([NH2:33])=[CH:31][CH:32]=2)[C:23]=1[C:24]([NH2:26])=[O:25])(=[O:17])[CH3:16].C(N(CC)CC)C. Product: [C:15]([NH:18][C:19]1[NH:20][CH:21]=[C:22]([C:27]2[CH:28]=[N:29][C:30]([NH:33][C:13]([NH:12][C:3]3[CH:4]=[C:5]([C:8]([F:11])([F:10])[F:9])[CH:6]=[CH:7][C:2]=3[F:1])=[O:14])=[CH:31][CH:32]=2)[C:23]=1[C:24]([NH2:26])=[O:25])(=[O:17])[CH3:16]. The catalyst class is: 7. (4) Reactant: [CH2:1]([O:8][C:9]1[CH:10]=[C:11]([CH:14]=[C:15]([F:17])[CH:16]=1)[CH:12]=O)[C:2]1[CH:7]=[CH:6][CH:5]=[CH:4][CH:3]=1.[N+:18]([CH3:21])([O-:20])=[O:19].C([O-])(=O)C.[NH4+]. Product: [CH2:1]([O:8][C:9]1[CH:10]=[C:11](/[CH:12]=[CH:21]/[N+:18]([O-:20])=[O:19])[CH:14]=[C:15]([F:17])[CH:16]=1)[C:2]1[CH:7]=[CH:6][CH:5]=[CH:4][CH:3]=1. The catalyst class is: 15. (5) Reactant: [CH2:1]([C:3]1[CH:4]=[N:5][C:6]([C:9]2[CH:14]=[CH:13][C:12]([CH:15]([NH:22][C:23]3[CH:31]=[CH:30][C:26]([C:27](O)=[O:28])=[CH:25][CH:24]=3)[CH2:16][CH2:17][C:18]([F:21])([F:20])[F:19])=[C:11]([CH3:32])[CH:10]=2)=[N:7][CH:8]=1)[CH3:2].[NH:33]1[CH2:38][CH2:37][CH2:36][C@@H:35]([C:39]([O:41][CH2:42][CH3:43])=[O:40])[CH2:34]1.O.ON1C2C=CC=CC=2N=N1.Cl.C(N=C=NCCCN(C)C)C.C(N(C(C)C)CC)(C)C. Product: [CH2:1]([C:3]1[CH:8]=[N:7][C:6]([C:9]2[CH:14]=[CH:13][C:12]([CH:15]([NH:22][C:23]3[CH:24]=[CH:25][C:26]([C:27]([N:33]4[CH2:38][CH2:37][CH2:36][C@@H:35]([C:39]([O:41][CH2:42][CH3:43])=[O:40])[CH2:34]4)=[O:28])=[CH:30][CH:31]=3)[CH2:16][CH2:17][C:18]([F:20])([F:21])[F:19])=[C:11]([CH3:32])[CH:10]=2)=[N:5][CH:4]=1)[CH3:2]. The catalyst class is: 35. (6) Reactant: C(Cl)CCl.C1C=NC2N(O)N=NC=2C=1.CN1CCOCC1.Cl.[Cl:23][C:24]1[CH:25]=[CH:26][C:27]([N:39]2[CH:43]=[N:42][N:41]=[N:40]2)=[C:28]([CH:38]=1)[CH2:29][NH:30][C:31](=[O:37])[C@@H:32]1[CH2:36][CH2:35][CH2:34][NH:33]1.[C:44]([O:48][C:49]([N:51]1[CH2:54][CH2:53][C:52]1([CH3:58])[C:55](O)=[O:56])=[O:50])([CH3:47])([CH3:46])[CH3:45]. The catalyst class is: 3. Product: [Cl:23][C:24]1[CH:25]=[CH:26][C:27]([N:39]2[CH:43]=[N:42][N:41]=[N:40]2)=[C:28]([CH:38]=1)[CH2:29][NH:30][C:31](=[O:37])[C@@H:32]1[CH2:36][CH2:35][CH2:34][N:33]1[C:55]([C:52]1([CH3:58])[CH2:53][CH2:54][N:51]1[C:49]([O:48][C:44]([CH3:47])([CH3:46])[CH3:45])=[O:50])=[O:56]. (7) Reactant: [N:1]1([C:7]2[CH:12]=[CH:11][C:10]([N:13]3[CH2:18][CH2:17][O:16][CH2:15][C:14]3=[O:19])=[CH:9][CH:8]=2)[CH2:6][CH2:5][NH:4][CH2:3][CH2:2]1.CC1C=CC(S(O[CH2:31][CH2:32][CH2:33][CH2:34][C:35]2[C:43]3[C:38](=[CH:39][CH:40]=[C:41]([F:44])[CH:42]=3)[NH:37][CH:36]=2)(=O)=O)=CC=1.C(=O)([O-])[O-].[K+].[K+].[I-].[K+]. Product: [F:44][C:41]1[CH:42]=[C:43]2[C:38](=[CH:39][CH:40]=1)[NH:37][CH:36]=[C:35]2[CH2:34][CH2:33][CH2:32][CH2:31][N:4]1[CH2:5][CH2:6][N:1]([C:7]2[CH:8]=[CH:9][C:10]([N:13]3[CH2:18][CH2:17][O:16][CH2:15][C:14]3=[O:19])=[CH:11][CH:12]=2)[CH2:2][CH2:3]1. The catalyst class is: 10. (8) Reactant: [Cl:1][C:2]1[CH:7]=[CH:6][C:5]([CH2:8]Cl)=[CH:4][N:3]=1.[C:10]1(=[O:20])[NH:14][C:13](=[O:15])[C:12]2=[CH:16][CH:17]=[CH:18][CH:19]=[C:11]12. Product: [Cl:1][C:2]1[CH:7]=[CH:6][C:5]([CH2:8][C:19]2[CH:18]=[CH:17][CH:16]=[C:12]3[C:11]=2[C:10](=[O:20])[NH:14][C:13]3=[O:15])=[CH:4][N:3]=1. The catalyst class is: 9. (9) Reactant: C([N:8]1[CH2:13][CH2:12][CH:11]([CH2:14][CH2:15][N:16]2[CH2:20][C:19]3=[C:21]([CH3:25])[N:22]=[C:23]([CH3:24])[N:18]3[C:17]2=[O:26])[CH2:10][CH2:9]1)C1C=CC=CC=1.C([O-])=O.[NH4+]. Product: [CH3:24][C:23]1[N:18]2[C:17](=[O:26])[N:16]([CH2:15][CH2:14][CH:11]3[CH2:12][CH2:13][NH:8][CH2:9][CH2:10]3)[CH2:20][C:19]2=[C:21]([CH3:25])[N:22]=1. The catalyst class is: 352.